From a dataset of Catalyst prediction with 721,799 reactions and 888 catalyst types from USPTO. Predict which catalyst facilitates the given reaction. (1) Reactant: [CH:1]1[C:13]2[NH:12][C:11]3[C:6](=[CH:7][CH:8]=[CH:9][CH:10]=3)[C:5]=2[CH:4]=[CH:3][CH:2]=1.[CH2:14]([Li])[CH2:15][CH2:16][CH3:17].[Cl-:19].[Cl-].[Cl-].[Cl-].[Zr+4:23]. The catalyst class is: 11. Product: [Cl-:19].[Cl-:19].[C:10]1([Zr+2:23][C:17]2[C:13]3[NH:12][C:11]4[C:6](=[CH:7][CH:8]=[CH:9][CH:10]=4)[C:5]=3[CH:14]=[CH:15][CH:16]=2)[C:11]2[NH:12][C:13]3[C:5](=[CH:4][CH:3]=[CH:2][CH:1]=3)[C:6]=2[CH:7]=[CH:8][CH:9]=1. (2) Reactant: C[O:2][C:3]([C:5]1[C:9]([NH:10][C:11](=[O:26])[CH2:12][O:13][C:14]2[CH:19]=[CH:18][C:17]([C:20]3[CH:25]=[CH:24][CH:23]=[CH:22][CH:21]=3)=[CH:16][CH:15]=2)=[CH:8][S:7][CH:6]=1)=[O:4].[OH-].[Na+]. Product: [C:17]1([C:20]2[CH:25]=[CH:24][CH:23]=[CH:22][CH:21]=2)[CH:16]=[CH:15][C:14]([O:13][CH2:12][C:11]([NH:10][C:9]2[C:5]([C:3]([OH:4])=[O:2])=[CH:6][S:7][CH:8]=2)=[O:26])=[CH:19][CH:18]=1. The catalyst class is: 8. (3) Reactant: [Cl-].O[NH3+:3].[C:4](=[O:7])([O-])[OH:5].[Na+].CS(C)=O.[OH:13][C:14]1([CH:48]2[CH2:53][CH2:52][O:51][CH2:50][CH2:49]2)[CH2:19][CH2:18][CH:17]([N:20]2[C:25](=[O:26])[C:24]([CH2:27][C:28]3[CH:33]=[CH:32][C:31]([C:34]4[C:35]([C:40]#[N:41])=[CH:36][CH:37]=[CH:38][CH:39]=4)=[CH:30][CH:29]=3)=[C:23]([CH2:42][CH2:43][CH3:44])[N:22]3[N:45]=[CH:46][N:47]=[C:21]23)[CH2:16][CH2:15]1. Product: [OH:13][C:14]1([CH:48]2[CH2:49][CH2:50][O:51][CH2:52][CH2:53]2)[CH2:15][CH2:16][CH:17]([N:20]2[C:25](=[O:26])[C:24]([CH2:27][C:28]3[CH:29]=[CH:30][C:31]([C:34]4[CH:39]=[CH:38][CH:37]=[CH:36][C:35]=4[C:40]4[NH:3][C:4](=[O:7])[O:5][N:41]=4)=[CH:32][CH:33]=3)=[C:23]([CH2:42][CH2:43][CH3:44])[N:22]3[N:45]=[CH:46][N:47]=[C:21]23)[CH2:18][CH2:19]1. The catalyst class is: 69. (4) Reactant: [OH:1]/[N:2]=[C:3](\[NH2:17])/[CH2:4][CH2:5][CH2:6][C:7]1[CH:16]=[CH:15][C:14]2[CH2:13][CH2:12][CH2:11][NH:10][C:9]=2[N:8]=1.[C:18]1([CH:24]2[CH2:30][CH2:29][C:28](=O)[O:27][C:25]2=[O:26])[CH:23]=[CH:22][CH:21]=[CH:20][CH:19]=1. Product: [C:18]1([CH:24]([CH2:30][CH2:29][C:28]2[O:1][N:2]=[C:3]([CH2:4][CH2:5][CH2:6][C:7]3[CH:16]=[CH:15][C:14]4[CH2:13][CH2:12][CH2:11][NH:10][C:9]=4[N:8]=3)[N:17]=2)[C:25]([OH:27])=[O:26])[CH:23]=[CH:22][CH:21]=[CH:20][CH:19]=1. The catalyst class is: 12. (5) Reactant: C(C1C=CC(C2C=CC(C(C)(C)C)=CC=2)=CC=1)(C)(C)C.[CH2:21]([O:23][CH2:24]Cl)[CH3:22].[Br:26][C:27]1[CH:32]=[CH:31][C:30]([NH:33][C:34]2[C:35]([CH:44]=[O:45])=[CH:36][C:37]3[NH:41][CH:40]=[N:39][C:38]=3[C:42]=2[F:43])=[C:29]([Cl:46])[CH:28]=1. Product: [Br:26][C:27]1[CH:32]=[CH:31][C:30]([NH:33][C:34]2[C:35]([CH:44]([OH:45])[CH2:24][O:23][CH2:21][CH3:22])=[CH:36][C:37]3[NH:41][CH:40]=[N:39][C:38]=3[C:42]=2[F:43])=[C:29]([Cl:46])[CH:28]=1. The catalyst class is: 1. (6) Reactant: [Cl:1][C:2]1[CH:10]=[C:9]2[C:5]([CH2:6][C:7](=[O:11])[NH:8]2)=[CH:4][C:3]=1[F:12].[CH3:13][O:14][C:15](=[O:31])[C:16]([O:21][C:22]1[CH:27]=[CH:26][C:25]([Cl:28])=[CH:24][C:23]=1[CH:29]=O)([CH2:19][CH3:20])[CH2:17][CH3:18].N1CCCC1. Product: [CH3:13][O:14][C:15](=[O:31])[C:16]([O:21][C:22]1[CH:27]=[CH:26][C:25]([Cl:28])=[CH:24][C:23]=1/[CH:29]=[C:6]1\[C:7](=[O:11])[NH:8][C:9]2[C:5]\1=[CH:4][C:3]([F:12])=[C:2]([Cl:1])[CH:10]=2)([CH2:17][CH3:18])[CH2:19][CH3:20]. The catalyst class is: 5. (7) Product: [CH:26]1([NH:29][CH2:1][CH2:3][O:4][C:5]2[CH:6]=[CH:7][C:8]([C:9]([O:11][CH3:12])=[O:10])=[CH:13][CH:14]=2)[CH2:28][CH2:27]1. Reactant: [CH:1]([CH2:3][O:4][C:5]1[CH:14]=[CH:13][C:8]([C:9]([O:11][CH3:12])=[O:10])=[CH:7][CH:6]=1)=O.OC1C=CC(C(OC)=O)=CC=1.[CH:26]1([NH2:29])[CH2:28][CH2:27]1.[BH3-]C#N.[Na+]. The catalyst class is: 467. (8) Reactant: ClC1C(N)=C2C(C(OC)=CC=N2)=CC=1.[NH2:15][C:16]1[C:17]([C:26]([C:28]2[CH:33]=[CH:32][C:31]([CH3:34])=[CH:30][CH:29]=2)=O)=[CH:18][CH:19]=[C:20]2[C:25]=1[N:24]=[CH:23][CH:22]=[CH:21]2.[CH3:35][NH:36][S:37](Cl)(=[O:39])=[O:38].[BH4-].[Na+]. Product: [CH3:35][N:36]1[S:37](=[O:39])(=[O:38])[NH:15][C:16]2[C:25]3[C:20](=[CH:21][CH:22]=[CH:23][N:24]=3)[CH:19]=[CH:18][C:17]=2[CH:26]1[C:28]1[CH:33]=[CH:32][C:31]([CH3:34])=[CH:30][CH:29]=1. The catalyst class is: 17. (9) Reactant: [F:1][C:2]([C:5]1[CH:6]=[C:7]([CH2:13][N:14]2[C:19](=[O:20])[C:18]([O:21][C:22]3[C:23]([F:30])=[C:24]([CH:27]=[CH:28][CH:29]=3)[C:25]#[N:26])=[C:17]([C:31]([F:34])([F:33])[F:32])[N:16]=[CH:15]2)[CH:8]([O:11]C)[NH:9][N:10]=1)([F:4])[CH3:3].C[Si](Cl)(C)C. Product: [F:1][C:2]([C:5]1[CH:6]=[C:7]([CH2:13][N:14]2[C:19](=[O:20])[C:18]([O:21][C:22]3[C:23]([F:30])=[C:24]([CH:27]=[CH:28][CH:29]=3)[C:25]#[N:26])=[C:17]([C:31]([F:32])([F:33])[F:34])[N:16]=[CH:15]2)[C:8](=[O:11])[NH:9][N:10]=1)([F:4])[CH3:3]. The catalyst class is: 115.